Dataset: Reaction yield outcomes from USPTO patents with 853,638 reactions. Task: Predict the reaction yield, written as a fraction of the theoretical maximum amount of product (1.0 means a 100% yield; for example, 0.34 means a 34% yield). (1) The reactants are C1CN([P+](ON2N=NC3C=CC=CC2=3)(N2CCCC2)N2CCCC2)CC1.F[P-](F)(F)(F)(F)F.[CH3:34][C:35]1[C:39]([C:40]2[CH:49]=[C:48]3[C:43]([C:44]([NH:53][C:54]4[CH:59]=[CH:58][CH:57]=[C:56]([C:60]([O:62][CH2:63][CH3:64])=[O:61])[CH:55]=4)=[C:45]([C:50]([OH:52])=O)[CH:46]=[N:47]3)=[CH:42][CH:41]=2)=[C:38]([CH3:65])[O:37][N:36]=1.[NH2:66][CH:67]1[CH2:71][CH2:70][CH2:69][CH:68]1[OH:72].C(N(CC)CC)C. The catalyst is ClCCl. The product is [CH3:34][C:35]1[C:39]([C:40]2[CH:49]=[C:48]3[C:43]([C:44]([NH:53][C:54]4[CH:55]=[C:56]([CH:57]=[CH:58][CH:59]=4)[C:60]([O:62][CH2:63][CH3:64])=[O:61])=[C:45]([C:50]([NH:66][CH:67]4[CH2:71][CH2:70][CH2:69][CH:68]4[OH:72])=[O:52])[CH:46]=[N:47]3)=[CH:42][CH:41]=2)=[C:38]([CH3:65])[O:37][N:36]=1. The yield is 0.584. (2) The reactants are S(=O)(=O)(O)O.O.[Cl:7][C:8]1[CH:13]=[CH:12][C:11]([CH2:14][CH:15](O)[CH:16]([CH3:18])[CH3:17])=[CH:10][CH:9]=1. No catalyst specified. The product is [Cl:7][C:8]1[CH:13]=[C:12]2[C:11]([CH2:14][CH2:15][C:16]2([CH3:18])[CH3:17])=[CH:10][CH:9]=1. The yield is 0.630. (3) The reactants are F[C:2]1[CH:3]=[CH:4][C:5]([O:18][CH3:19])=[C:6]([CH:8]([OH:17])[C:9]#[C:10][C:11]2[CH:16]=[CH:15][CH:14]=[CH:13][CH:12]=2)[CH:7]=1.[CH3:20][O:21]C1C(OC)=CC=CC=1C=O. No catalyst specified. The product is [C:11]1([C:10]#[C:9][CH:8]([C:6]2[CH:7]=[CH:2][CH:3]=[C:4]([O:21][CH3:20])[C:5]=2[O:18][CH3:19])[OH:17])[CH:16]=[CH:15][CH:14]=[CH:13][CH:12]=1. The yield is 0.660.